Dataset: Catalyst prediction with 721,799 reactions and 888 catalyst types from USPTO. Task: Predict which catalyst facilitates the given reaction. (1) Reactant: [OH-].[Na+].[O-:3][N+:4]1[CH:9]=[CH:8][CH:7]=[C:6]([C:10]2[CH:11]=[C:12]([C:20]3[CH:25]=[CH:24][CH:23]=[CH:22][CH:21]=3)[CH:13]=[CH:14][C:15]=2[C:16]([O:18]C)=[O:17])[CH:5]=1.Cl. Product: [O-:3][N+:4]1[CH:9]=[CH:8][CH:7]=[C:6]([C:10]2[CH:11]=[C:12]([C:20]3[CH:21]=[CH:22][CH:23]=[CH:24][CH:25]=3)[CH:13]=[CH:14][C:15]=2[C:16]([OH:18])=[O:17])[CH:5]=1. The catalyst class is: 5. (2) Reactant: [CH2:1]=O.Cl.[CH3:4][NH:5][CH3:6].[NH:7]1[C:11]2=[N:12][CH:13]=[C:14](/[CH:16]=[CH:17]/[C:18]([O:20][C:21]([CH3:24])([CH3:23])[CH3:22])=[O:19])[CH:15]=[C:10]2[CH:9]=[CH:8]1. Product: [CH3:4][N:5]([CH2:1][C:9]1[C:10]2[C:11](=[N:12][CH:13]=[C:14](/[CH:16]=[CH:17]/[C:18]([O:20][C:21]([CH3:24])([CH3:23])[CH3:22])=[O:19])[CH:15]=2)[NH:7][CH:8]=1)[CH3:6]. The catalyst class is: 32. (3) Reactant: [N+:1]([C:4]1[CH:13]=[C:12]2[C:7]3=[C:8]([CH:16]=[C:17]([C:19]([OH:21])=[O:20])[CH:18]=[C:6]3[CH:5]=1)[C:9](=O)[O:10][C:11]2=[O:14])([O-:3])=[O:2].[NH2:22][CH2:23][CH2:24][CH2:25][C:26]([OH:28])=[O:27].C([O-])(=O)C.[Na+]. Product: [C:26]([CH2:25][CH2:24][CH2:23][N:22]1[C:9](=[O:10])[C:8]2[CH:16]=[C:17]([C:19]([OH:21])=[O:20])[CH:18]=[C:6]3[C:7]=2[C:12](=[CH:13][C:4]([N+:1]([O-:3])=[O:2])=[CH:5]3)[C:11]1=[O:14])([OH:28])=[O:27]. The catalyst class is: 15. (4) Product: [CH:1]1([CH:7]([NH:20][C:21]2[CH:22]=[CH:23][C:24]([C:27]([N:29]([CH3:37])[CH2:30][CH2:31][C:32]([OH:34])=[O:33])=[O:28])=[CH:25][CH:26]=2)[C:8]2[N:12]([CH3:13])[C:11]3[CH:14]=[C:15]([O:18][CH3:19])[CH:16]=[CH:17][C:10]=3[N:9]=2)[CH2:6][CH2:5][CH2:4][CH2:3][CH2:2]1. Reactant: [CH:1]1([CH:7]([NH:20][C:21]2[CH:26]=[CH:25][C:24]([C:27]([N:29]([CH3:37])[CH2:30][CH2:31][C:32]([O:34]CC)=[O:33])=[O:28])=[CH:23][CH:22]=2)[C:8]2[N:12]([CH3:13])[C:11]3[CH:14]=[C:15]([O:18][CH3:19])[CH:16]=[CH:17][C:10]=3[N:9]=2)[CH2:6][CH2:5][CH2:4][CH2:3][CH2:2]1.O1CCCC1.[OH-].[Na+]. The catalyst class is: 8. (5) Reactant: [OH:1][CH2:2][CH2:3][CH2:4][CH2:5][C:6]1[CH:15]=[C:14]2[C:9]([CH:10]=[CH:11][C:12](=[O:16])[O:13]2)=[CH:8][CH:7]=1.C([O-])(=O)C.[Na+].[Br:22]Br. Product: [Br:22][C:11]1[C:12](=[O:16])[O:13][C:14]2[C:9]([CH:10]=1)=[CH:8][CH:7]=[C:6]([CH2:5][CH2:4][CH2:3][CH2:2][OH:1])[CH:15]=2. The catalyst class is: 52. (6) Reactant: [CH2:1]([NH:8][C:9]([NH:11][CH2:12][CH2:13][CH2:14][O:15][C:16]1[CH:17]=[C:18]2[C:22](=[CH:23][CH:24]=1)[NH:21][C:20]([CH2:25][CH2:26][C:27]([O:29]C)=[O:28])=[CH:19]2)=[O:10])[C:2]1[CH:7]=[CH:6][CH:5]=[CH:4][CH:3]=1.O.[OH-].[Na+]. Product: [CH2:1]([NH:8][C:9]([NH:11][CH2:12][CH2:13][CH2:14][O:15][C:16]1[CH:17]=[C:18]2[C:22](=[CH:23][CH:24]=1)[NH:21][C:20]([CH2:25][CH2:26][C:27]([OH:29])=[O:28])=[CH:19]2)=[O:10])[C:2]1[CH:3]=[CH:4][CH:5]=[CH:6][CH:7]=1. The catalyst class is: 7. (7) Reactant: [C:1](/[CH:3]=[CH:4]/[C:5]1[CH:9]=[C:8]([C:10]2[CH:15]=[CH:14][C:13]([CH3:16])=[CH:12][CH:11]=2)[N:7]([C:17]2[CH:22]=[CH:21][C:20]([S:23]([NH2:26])(=[O:25])=[O:24])=[CH:19][CH:18]=2)[N:6]=1)#[N:2]. Product: [C:1]([CH2:3][CH2:4][C:5]1[CH:9]=[C:8]([C:10]2[CH:11]=[CH:12][C:13]([CH3:16])=[CH:14][CH:15]=2)[N:7]([C:17]2[CH:22]=[CH:21][C:20]([S:23]([NH2:26])(=[O:25])=[O:24])=[CH:19][CH:18]=2)[N:6]=1)#[N:2]. The catalyst class is: 129.